Dataset: Retrosynthesis with 50K atom-mapped reactions and 10 reaction types from USPTO. Task: Predict the reactants needed to synthesize the given product. (1) Given the product CN(C(=O)OC1CCCC1)[C@H]1CN(C(=O)C2CCN(C(=O)C3(C)CC3)CC2)C[C@@H]1c1ccc(Cl)c(Cl)c1, predict the reactants needed to synthesize it. The reactants are: CN[C@H]1CN(C(=O)C2CCN(C(=O)C3(C)CC3)CC2)C[C@@H]1c1ccc(Cl)c(Cl)c1.O=C(Cl)OC1CCCC1. (2) The reactants are: CN1CCN(C(=O)[C@@H]2C[C@H](N)CN2C(=O)OC(C)(C)C)CC1.Fc1ccc(Br)c(F)c1. Given the product CN1CCN(C(=O)[C@@H]2C[C@H](Nc3ccc(F)cc3F)CN2C(=O)OC(C)(C)C)CC1, predict the reactants needed to synthesize it.